Dataset: NCI-60 drug combinations with 297,098 pairs across 59 cell lines. Task: Regression. Given two drug SMILES strings and cell line genomic features, predict the synergy score measuring deviation from expected non-interaction effect. (1) Drug 1: C1=CC(=C2C(=C1NCCNCCO)C(=O)C3=C(C=CC(=C3C2=O)O)O)NCCNCCO. Drug 2: C1=CC(=CC=C1CCCC(=O)O)N(CCCl)CCCl. Cell line: EKVX. Synergy scores: CSS=33.4, Synergy_ZIP=-0.596, Synergy_Bliss=3.43, Synergy_Loewe=-11.6, Synergy_HSA=7.39. (2) Drug 2: CC1=C2C(C(=O)C3(C(CC4C(C3C(C(C2(C)C)(CC1OC(=O)C(C(C5=CC=CC=C5)NC(=O)OC(C)(C)C)O)O)OC(=O)C6=CC=CC=C6)(CO4)OC(=O)C)OC)C)OC. Drug 1: C1CCC(C1)C(CC#N)N2C=C(C=N2)C3=C4C=CNC4=NC=N3. Synergy scores: CSS=55.3, Synergy_ZIP=9.86, Synergy_Bliss=10.5, Synergy_Loewe=-31.3, Synergy_HSA=5.07. Cell line: M14. (3) Drug 1: C1=CC(=CC=C1CC(C(=O)O)N)N(CCCl)CCCl.Cl. Drug 2: CCCCC(=O)OCC(=O)C1(CC(C2=C(C1)C(=C3C(=C2O)C(=O)C4=C(C3=O)C=CC=C4OC)O)OC5CC(C(C(O5)C)O)NC(=O)C(F)(F)F)O. Cell line: TK-10. Synergy scores: CSS=9.85, Synergy_ZIP=-0.873, Synergy_Bliss=1.80, Synergy_Loewe=-22.3, Synergy_HSA=-1.08. (4) Synergy scores: CSS=39.0, Synergy_ZIP=1.72, Synergy_Bliss=0.915, Synergy_Loewe=-20.4, Synergy_HSA=-0.271. Drug 2: C1=CC(=CC=C1CC(C(=O)O)N)N(CCCl)CCCl.Cl. Drug 1: CN1CCC(CC1)COC2=C(C=C3C(=C2)N=CN=C3NC4=C(C=C(C=C4)Br)F)OC. Cell line: CCRF-CEM. (5) Synergy scores: CSS=10.7, Synergy_ZIP=-1.36, Synergy_Bliss=4.90, Synergy_Loewe=5.35, Synergy_HSA=5.35. Drug 2: CC1=CC=C(C=C1)C2=CC(=NN2C3=CC=C(C=C3)S(=O)(=O)N)C(F)(F)F. Drug 1: CC1=C(C=C(C=C1)NC2=NC=CC(=N2)N(C)C3=CC4=NN(C(=C4C=C3)C)C)S(=O)(=O)N.Cl. Cell line: OVCAR-8. (6) Drug 1: C1=CC(=CC=C1CCC2=CNC3=C2C(=O)NC(=N3)N)C(=O)NC(CCC(=O)O)C(=O)O. Drug 2: CCCCC(=O)OCC(=O)C1(CC(C2=C(C1)C(=C3C(=C2O)C(=O)C4=C(C3=O)C=CC=C4OC)O)OC5CC(C(C(O5)C)O)NC(=O)C(F)(F)F)O. Cell line: HT29. Synergy scores: CSS=33.8, Synergy_ZIP=0.510, Synergy_Bliss=-1.09, Synergy_Loewe=-8.85, Synergy_HSA=-2.39. (7) Drug 1: CNC(=O)C1=NC=CC(=C1)OC2=CC=C(C=C2)NC(=O)NC3=CC(=C(C=C3)Cl)C(F)(F)F. Drug 2: C1CNP(=O)(OC1)N(CCCl)CCCl. Cell line: NCI-H226. Synergy scores: CSS=-7.96, Synergy_ZIP=4.66, Synergy_Bliss=0.198, Synergy_Loewe=-7.81, Synergy_HSA=-8.24.